This data is from Catalyst prediction with 721,799 reactions and 888 catalyst types from USPTO. The task is: Predict which catalyst facilitates the given reaction. Reactant: [C:1]([O:5][C:6]([N:8]([CH3:85])[C@@H:9]([CH3:84])[C:10]([NH:12][C@@H:13]([C:80]([CH3:83])([CH3:82])[CH3:81])[C:14]([N:16]1[C@H:20]([C:21](=[O:33])[NH:22][C@H:23]2[C:32]3[C:27](=[CH:28][CH:29]=[CH:30][CH:31]=3)[CH2:26][CH2:25][CH2:24]2)[CH2:19][C@H:18]([NH:34][C:35]([N:37]2[C:45]3[C:40](=[CH:41][C:42]([CH2:46][N:47]([C@@H:70]([C:74]4[CH:79]=[CH:78][CH:77]=[CH:76][CH:75]=4)[CH2:71][O:72][CH3:73])[C:48]([C@@H:50]4[CH2:59][C:58]5[C:53](=[CH:54][CH:55]=[CH:56][CH:57]=5)[CH2:52][N:51]4C(OCC4C=CC=CC=4)=O)=[O:49])=[CH:43][CH:44]=3)[CH:39]=[CH:38]2)=[O:36])[CH2:17]1)=[O:15])=[O:11])=[O:7])([CH3:4])([CH3:3])[CH3:2]. Product: [CH3:73][O:72][CH2:71][C@H:70]([N:47]([CH2:46][C:42]1[CH:41]=[C:40]2[C:45](=[CH:44][CH:43]=1)[N:37]([C:35]([NH:34][C@@H:18]1[CH2:17][N:16]([C:14](=[O:15])[C@@H:13]([NH:12][C:10](=[O:11])[C@@H:9]([N:8]([CH3:85])[C:6](=[O:7])[O:5][C:1]([CH3:3])([CH3:4])[CH3:2])[CH3:84])[C:80]([CH3:81])([CH3:82])[CH3:83])[C@H:20]([C:21](=[O:33])[NH:22][C@@H:23]3[C:32]4[C:27](=[CH:28][CH:29]=[CH:30][CH:31]=4)[CH2:26][CH2:25][CH2:24]3)[CH2:19]1)=[O:36])[CH:38]=[CH:39]2)[C:48]([C@@H:50]1[CH2:59][C:58]2[C:53](=[CH:54][CH:55]=[CH:56][CH:57]=2)[CH2:52][NH:51]1)=[O:49])[C:74]1[CH:79]=[CH:78][CH:77]=[CH:76][CH:75]=1. The catalyst class is: 105.